From a dataset of Reaction yield outcomes from USPTO patents with 853,638 reactions. Predict the reaction yield, written as a fraction of the theoretical maximum amount of product (1.0 means a 100% yield; for example, 0.34 means a 34% yield). (1) The reactants are C(OC(=O)[NH:7][CH:8]([C:12]([N:14]1[CH2:18][CH2:17][CH:16]2[N:19]([C:32]3[N:37]=[CH:36][CH:35]=[CH:34][N:33]=3)[CH2:20][CH:21]([C:22]3[C:30]4[C:25](=[CH:26][C:27]([F:31])=[CH:28][CH:29]=4)[NH:24][CH:23]=3)[CH:15]12)=[O:13])[CH:9]([CH3:11])[CH3:10])(C)(C)C.C(O)(C(F)(F)F)=O. The yield is 0.870. The catalyst is C(Cl)Cl. The product is [NH2:7][CH:8]([CH:9]([CH3:11])[CH3:10])[C:12]([N:14]1[CH2:18][CH2:17][CH:16]2[N:19]([C:32]3[N:37]=[CH:36][CH:35]=[CH:34][N:33]=3)[CH2:20][CH:21]([C:22]3[C:30]4[C:25](=[CH:26][C:27]([F:31])=[CH:28][CH:29]=4)[NH:24][CH:23]=3)[CH:15]12)=[O:13]. (2) The reactants are Cl[Si](C)(C)C.CO[C:8]([CH:10]1[CH2:14][CH2:13][CH2:12][C:11]1=O)=[O:9].[NH2:16][C:17]([NH2:19])=[O:18].[OH-].[Na+].Cl. The catalyst is CN(C=O)C.O. The product is [N:16]1[C:11]2[CH2:12][CH2:13][CH2:14][C:10]=2[C:8]([OH:9])=[N:19][C:17]=1[OH:18]. The yield is 0.790. (3) The reactants are [Cl:1][C:2]1[CH:3]=[C:4]([CH:7]=[CH:8][C:9]=1[CH2:10][NH:11][C:12]1[CH:17]=[CH:16][CH:15]=[CH:14][N:13]=1)[CH:5]=O.[C:18]([O-])([O-])=O.[K+].[K+]. The catalyst is O1CCOCC1.[Br-].C[P+](C1C=CC=CC=1)(C1C=CC=CC=1)C1C=CC=CC=1. The product is [Cl:1][C:2]1[CH:3]=[C:4]([CH:5]=[CH2:18])[CH:7]=[CH:8][C:9]=1[CH2:10][NH:11][C:12]1[CH:17]=[CH:16][CH:15]=[CH:14][N:13]=1. The yield is 0.500. (4) The reactants are [CH:1]1([S:4]([NH:7][C:8]2[CH:13]=[C:12]([CH3:14])[C:11](=[O:15])[N:10]([CH3:16])[C:9]=2[N:17]([C:25]2[CH:30]=[CH:29][C:28]([I:31])=[CH:27][C:26]=2[F:32])C(=O)OC(C)(C)C)(=[O:6])=[O:5])[CH2:3][CH2:2]1.C(O)(C(F)(F)F)=O. The catalyst is C(Cl)Cl. The product is [F:32][C:26]1[CH:27]=[C:28]([I:31])[CH:29]=[CH:30][C:25]=1[NH:17][C:9]1[N:10]([CH3:16])[C:11](=[O:15])[C:12]([CH3:14])=[CH:13][C:8]=1[NH:7][S:4]([CH:1]1[CH2:2][CH2:3]1)(=[O:6])=[O:5]. The yield is 0.500. (5) The reactants are [Cl:1][C:2]1[CH:10]=[CH:9][CH:8]=[C:7]2[C:3]=1[C:4]([C:15]([OH:17])=O)=[CH:5][N:6]2[CH:11]1[CH2:14][O:13][CH2:12]1.[NH2:18][CH2:19][CH2:20][C:21]1([OH:26])[CH2:25][CH2:24][CH2:23][CH2:22]1.Cl.C(N=C=N)C.N1(O)C2C=CC=CC=2N=N1.C(N(C(C)C)C(C)C)C. No catalyst specified. The product is [Cl:1][C:2]1[CH:10]=[CH:9][CH:8]=[C:7]2[C:3]=1[C:4]([C:15]([NH:18][CH2:19][CH2:20][C:21]1([OH:26])[CH2:25][CH2:24][CH2:23][CH2:22]1)=[O:17])=[CH:5][N:6]2[CH:11]1[CH2:12][O:13][CH2:14]1. The yield is 0.800.